Dataset: Reaction yield outcomes from USPTO patents with 853,638 reactions. Task: Predict the reaction yield, written as a fraction of the theoretical maximum amount of product (1.0 means a 100% yield; for example, 0.34 means a 34% yield). The reactants are [Br:1][C:2]1[C:3]([N:22]2[CH2:27][CH2:26][CH2:25][C@@H:24]([NH:28]C(=O)OC(C)(C)C)[CH2:23]2)=[C:4]2[C:10]([NH:11][C:12](=[O:21])[C:13]3[CH:18]=[CH:17][C:16]([F:19])=[C:15]([Cl:20])[CH:14]=3)=[CH:9][NH:8][C:5]2=[N:6][CH:7]=1.C(O)(C(F)(F)F)=O. The catalyst is C(Cl)Cl. The product is [ClH:20].[NH2:28][C@@H:24]1[CH2:25][CH2:26][CH2:27][N:22]([C:3]2[C:2]([Br:1])=[CH:7][N:6]=[C:5]3[NH:8][CH:9]=[C:10]([NH:11][C:12](=[O:21])[C:13]4[CH:18]=[CH:17][C:16]([F:19])=[C:15]([Cl:20])[CH:14]=4)[C:4]=23)[CH2:23]1. The yield is 0.760.